This data is from Reaction yield outcomes from USPTO patents with 853,638 reactions. The task is: Predict the reaction yield, written as a fraction of the theoretical maximum amount of product (1.0 means a 100% yield; for example, 0.34 means a 34% yield). (1) The reactants are C([Mg]Cl)(C)C.[Cl:6][C:7]1[CH:8]=[C:9]([CH:12]=[C:13]([O:15][C:16]2[C:21]([Br:22])=[CH:20][CH:19]=[C:18](Br)[C:17]=2[F:24])[CH:14]=1)[C:10]#[N:11].CN([CH:28]=[O:29])C. The catalyst is C1COCC1.C1(C)C=CC=CC=1. The product is [Br:22][C:21]1[C:16]([O:15][C:13]2[CH:12]=[C:9]([CH:8]=[C:7]([Cl:6])[CH:14]=2)[C:10]#[N:11])=[C:17]([F:24])[C:18]([CH:28]=[O:29])=[CH:19][CH:20]=1. The yield is 0.980. (2) The reactants are [CH2:1]([O:8][CH2:9][CH:10]=[O:11])[C:2]1[CH:7]=[CH:6][CH:5]=[CH:4][CH:3]=1.[OH:12][CH2:13][C:14]1([CH2:17]O)[CH2:16][CH2:15]1. The catalyst is O.C1(C)C=CC(S(O)(=O)=O)=CC=1.C1(C)C=CC=CC=1. The product is [CH2:1]([O:8][CH2:9][CH:10]1[O:12][CH2:13][C:14]2([CH2:16][CH2:15]2)[CH2:17][O:11]1)[C:2]1[CH:7]=[CH:6][CH:5]=[CH:4][CH:3]=1. The yield is 0.782. (3) The reactants are [CH3:1][O:2][C:3](=[O:25])[C:4]1[CH:9]=[CH:8][C:7]([C:10]([CH2:22][CH3:23])([C:13]2[CH:18]=[CH:17][C:16]([C:19]#[CH:20])=[C:15]([CH3:21])[CH:14]=2)[CH2:11][CH3:12])=[CH:6][C:5]=1[CH3:24].C[Si](C)(C)[N-][Si](C)(C)C.[Li+].[CH3:36][CH2:37][C:38](=[O:41])[CH2:39][CH3:40]. No catalyst specified. The product is [CH3:1][O:2][C:3](=[O:25])[C:4]1[CH:9]=[CH:8][C:7]([C:10]([CH2:11][CH3:12])([C:13]2[CH:18]=[CH:17][C:16]([C:19]#[C:20][C:38]([CH2:39][CH3:40])([OH:41])[CH2:37][CH3:36])=[C:15]([CH3:21])[CH:14]=2)[CH2:22][CH3:23])=[CH:6][C:5]=1[CH3:24]. The yield is 0.710.